From a dataset of Forward reaction prediction with 1.9M reactions from USPTO patents (1976-2016). Predict the product of the given reaction. (1) Given the reactants [CH:1]1[C:10]2[C:4]([CH:5]=[CH:6][CH:7]=[CH:8][CH:9]=2)=[CH:3][C:2]=1[CH2:11][C:12]1[CH:13]=[CH:14][C:15]([O:57]CC2C=CC=CC=2)=[C:16]([C@@H:18]2[O:47][C@H:46]([CH2:48][O:49]CC3C=CC=CC=3)[C@@H:37]([O:38]CC3C=CC=CC=3)[C@H:28]([O:29]CC3C=CC=CC=3)[C@H:19]2[O:20]CC2C=CC=CC=2)[CH:17]=1.[Cl-].[Al+3].[Cl-].[Cl-].C1(OC)C=CC=CC=1, predict the reaction product. The product is: [CH:1]1[C:10]2[C:4]([CH:5]=[CH:6][CH:7]=[CH:8][CH:9]=2)=[CH:3][C:2]=1[CH2:11][C:12]1[CH:13]=[CH:14][C:15]([OH:57])=[C:16]([C@@H:18]2[O:47][C@H:46]([CH2:48][OH:49])[C@@H:37]([OH:38])[C@H:28]([OH:29])[C@H:19]2[OH:20])[CH:17]=1. (2) The product is: [ClH:1].[F:39][C:37]1[CH:38]=[C:33]([CH:34]=[C:35]([F:40])[CH:36]=1)[CH2:32][C@H:23]([NH:24][C:29](=[O:31])[CH3:30])[C@@H:22]([C@H:10]1[CH2:11][C@@H:12]([O:14][CH2:15][CH:16]([OH:21])[C:17]([OH:20])([CH3:19])[CH3:18])[CH2:13][NH:9]1)[OH:26]. Given the reactants [ClH:1].C(OC([N:9]1[CH2:13][C@H:12]([O:14][CH2:15][CH:16]([OH:21])[C:17]([OH:20])([CH3:19])[CH3:18])[CH2:11][C@@H:10]1[C@H:22]1[O:26]C(C)(C)[N:24]([C:29](=[O:31])[CH3:30])[C@H:23]1[CH2:32][C:33]1[CH:38]=[C:37]([F:39])[CH:36]=[C:35]([F:40])[CH:34]=1)=O)(C)(C)C, predict the reaction product. (3) Given the reactants [Br:1][C:2]1[N:7]=[C:6]2[N:8]([S:14]([C:17]3[CH:22]=[CH:21][CH:20]=[C:19]([F:23])[CH:18]=3)(=[O:16])=[O:15])[CH:9]=[C:10]([CH2:11][NH:12][CH3:13])[C:5]2=[CH:4][CH:3]=1.C(N(CC)CC)C.[C:39](O[C:39]([O:41][C:42]([CH3:45])([CH3:44])[CH3:43])=[O:40])([O:41][C:42]([CH3:45])([CH3:44])[CH3:43])=[O:40].O, predict the reaction product. The product is: [Br:1][C:2]1[N:7]=[C:6]2[N:8]([S:14]([C:17]3[CH:22]=[CH:21][CH:20]=[C:19]([F:23])[CH:18]=3)(=[O:15])=[O:16])[CH:9]=[C:10]([CH2:11][N:12]([CH3:13])[C:39](=[O:40])[O:41][C:42]([CH3:43])([CH3:44])[CH3:45])[C:5]2=[CH:4][CH:3]=1. (4) The product is: [CH3:12][O:11][C:7]1[CH:6]=[C:5]([O:13][CH:21]([C:27]([CH3:29])=[O:28])[C:22]([O:24][CH2:25][CH3:26])=[O:23])[CH:4]=[C:3]([O:2][CH3:1])[C:8]=1[O:9][CH3:10]. Given the reactants [CH3:1][O:2][C:3]1[CH:4]=[C:5]([OH:13])[CH:6]=[C:7]([O:11][CH3:12])[C:8]=1[O:9][CH3:10].CC(C)([O-])C.[K+].Cl[CH:21]([C:27]([CH3:29])=[O:28])[C:22]([O:24][CH2:25][CH3:26])=[O:23].O, predict the reaction product. (5) Given the reactants O=C(Cl)[O:3][C:4]([Cl:7])(Cl)Cl.[C:9]([Cl:12])(Cl)=O.[NH:13]1C[CH2:17][CH2:16][CH2:15][C:14]1=O, predict the reaction product. The product is: [Cl:12][C:9]1[N:13]([C:4]([Cl:7])=[O:3])[CH2:14][CH2:15][CH2:16][CH:17]=1.